Dataset: Forward reaction prediction with 1.9M reactions from USPTO patents (1976-2016). Task: Predict the product of the given reaction. (1) Given the reactants [C:1]([N:4]1[CH2:9][CH2:8][N:7]([C:10]2[N:11]=[C:12]([N:23]3[CH2:27][CH2:26][CH2:25][C@@H:24]3[C:28](O)=[O:29])[C:13]3[CH2:18][N:17]([CH:19]([CH3:21])[CH3:20])[C:16](=[O:22])[C:14]=3[N:15]=2)[CH2:6][CH2:5]1)(=[O:3])[CH3:2].[NH:31]1[C:39]2[C:34](=[CH:35][CH:36]=[CH:37][CH:38]=2)[CH2:33][CH2:32]1.CN(C(ON1N=NC2C=CC=NC1=2)=[N+](C)C)C.F[P-](F)(F)(F)(F)F.CCN(C(C)C)C(C)C, predict the reaction product. The product is: [C:1]([N:4]1[CH2:9][CH2:8][N:7]([C:10]2[N:15]=[C:14]3[C:13]([CH2:18][N:17]([CH:19]([CH3:20])[CH3:21])[C:16]3=[O:22])=[C:12]([N:23]3[CH2:27][CH2:26][CH2:25][C@@H:24]3[C:28]([N:31]3[C:39]4[C:34](=[CH:35][CH:36]=[CH:37][CH:38]=4)[CH2:33][CH2:32]3)=[O:29])[N:11]=2)[CH2:6][CH2:5]1)(=[O:3])[CH3:2]. (2) Given the reactants O[CH2:2][C:3]1[CH:12]=[N:11][C:10]2[N:9]3[CH2:13][CH2:14][CH2:15][CH2:16][C@H:8]3[C:7](=[O:17])[NH:6][C:5]=2[CH:4]=1.[I-].C(C[P+](C)(C)C)#N.C(N(C(C)C)C(C)C)C.Cl.[Cl:36][C:37]1[CH:42]=[CH:41][C:40]([C:43]2[CH2:44][CH2:45][NH:46][CH2:47][CH:48]=2)=[CH:39][CH:38]=1, predict the reaction product. The product is: [Cl:36][C:37]1[CH:42]=[CH:41][C:40]([C:43]2[CH2:48][CH2:47][N:46]([CH2:2][C:3]3[CH:12]=[N:11][C:10]4[N:9]5[CH2:13][CH2:14][CH2:15][CH2:16][C@H:8]5[C:7](=[O:17])[NH:6][C:5]=4[CH:4]=3)[CH2:45][CH:44]=2)=[CH:39][CH:38]=1. (3) Given the reactants O=[C:2]([CH3:18])[CH:3]([NH:9][C:10]([C:12]1[CH:13]=[N:14][CH:15]=[CH:16][CH:17]=1)=[O:11])[CH2:4][C:5]([O:7][CH3:8])=[O:6].P(Cl)(Cl)(Cl)=O, predict the reaction product. The product is: [CH3:8][O:7][C:5](=[O:6])[CH2:4][C:3]1[N:9]=[C:10]([C:12]2[CH:13]=[N:14][CH:15]=[CH:16][CH:17]=2)[O:11][C:2]=1[CH3:18]. (4) Given the reactants [Cl:1][C:2]1[CH:3]=[CH:4][C:5]([O:12][C:13]2[CH:18]=[CH:17][C:16]([N+:19]([O-])=O)=[CH:15][C:14]=2[Cl:22])=[C:6]2[C:10]=1[NH:9][C:8](=[O:11])[CH2:7]2.[H][H], predict the reaction product. The product is: [NH2:19][C:16]1[CH:17]=[CH:18][C:13]([O:12][C:5]2[CH:4]=[CH:3][C:2]([Cl:1])=[C:10]3[C:6]=2[CH2:7][C:8](=[O:11])[NH:9]3)=[C:14]([Cl:22])[CH:15]=1.